From a dataset of Reaction yield outcomes from USPTO patents with 853,638 reactions. Predict the reaction yield, written as a fraction of the theoretical maximum amount of product (1.0 means a 100% yield; for example, 0.34 means a 34% yield). (1) The reactants are Cl.[CH:2]([C:5]1[CH:10]=[CH:9][C:8]([CH:11]2[C:15]3([CH2:20][CH2:19][NH:18][CH2:17][CH2:16]3)[O:14][C:13]3[C:21]([CH3:28])=[C:22]([CH3:27])[C:23]([OH:26])=[C:24]([CH3:25])[C:12]2=3)=[CH:7][CH:6]=1)([CH3:4])[CH3:3].[CH2:29]=O.[OH-].[Na+]. The catalyst is C(O)=O. The product is [CH:2]([C:5]1[CH:6]=[CH:7][C:8]([CH:11]2[C:15]3([CH2:16][CH2:17][N:18]([CH3:29])[CH2:19][CH2:20]3)[O:14][C:13]3[C:21]([CH3:28])=[C:22]([CH3:27])[C:23]([OH:26])=[C:24]([CH3:25])[C:12]2=3)=[CH:9][CH:10]=1)([CH3:4])[CH3:3]. The yield is 0.770. (2) The reactants are C([NH:4][C:5]1[C:14]([N+:15]([O-:17])=[O:16])=[C:13]2[C:8]([C:9]([CH3:21])([CH3:20])[C:10](=[O:19])[NH:11][C:12]2=[O:18])=[CH:7][CH:6]=1)(=O)C.OS(O)(=O)=O. No catalyst specified. The product is [NH2:4][C:5]1[C:14]([N+:15]([O-:17])=[O:16])=[C:13]2[C:8]([C:9]([CH3:21])([CH3:20])[C:10](=[O:19])[NH:11][C:12]2=[O:18])=[CH:7][CH:6]=1. The yield is 0.990. (3) The product is [N:18]1([C:13]2[N:12]=[C:11]([NH:10][C@H:8]([C:5]3[CH:6]=[CH:7][C:2]([Br:1])=[CH:3][CH:4]=3)[CH3:9])[CH:16]=[N:15][CH:14]=2)[C:22]2[CH:23]=[CH:24][CH:25]=[CH:26][C:21]=2[N:20]=[CH:19]1. No catalyst specified. The yield is 0.420. The reactants are [Br:1][C:2]1[CH:7]=[CH:6][C:5]([C@@H:8]([NH:10][C:11]2[CH:16]=[N:15][CH:14]=[C:13](Cl)[N:12]=2)[CH3:9])=[CH:4][CH:3]=1.[N:18]1[C:22]2[CH:23]=[CH:24][CH:25]=[CH:26][C:21]=2[NH:20][CH:19]=1. (4) The reactants are CO[C:3]([C:5]1[N:6]=[C:7]([C:23]#[N:24])[C:8]2[C:13]([C:14]=1[OH:15])=[CH:12][CH:11]=[C:10]([O:16][C:17]1[CH:22]=[CH:21][CH:20]=[CH:19][CH:18]=1)[CH:9]=2)=[O:4].[NH2:25][C@H:26]([C:31]1[CH:36]=[CH:35][CH:34]=[CH:33][C:32]=1[CH3:37])[CH2:27][C:28]([OH:30])=[O:29].C[O-].[Na+].Cl. The catalyst is O.CN(C)C(=O)C. The product is [C:23]([C:7]1[C:8]2[C:13](=[CH:12][CH:11]=[C:10]([O:16][C:17]3[CH:22]=[CH:21][CH:20]=[CH:19][CH:18]=3)[CH:9]=2)[C:14]([OH:15])=[C:5]([C:3]([NH:25][C@H:26]([C:31]2[CH:36]=[CH:35][CH:34]=[CH:33][C:32]=2[CH3:37])[CH2:27][C:28]([OH:30])=[O:29])=[O:4])[N:6]=1)#[N:24]. The yield is 0.900. (5) The reactants are Br[C:2]1[CH:7]=[C:6](/[CH:8]=[CH:9]/[C:10]2[CH:15]=[CH:14][C:13]([F:16])=[CH:12][C:11]=2[F:17])[CH:5]=[CH:4][C:3]=1[S:18]([C:21]1[CH:26]=[CH:25][CH:24]=[CH:23][CH:22]=1)(=[O:20])=[O:19].[Cu][C:28]#[N:29]. The catalyst is CN(C)C=O.O. The product is [F:17][C:11]1[CH:12]=[C:13]([F:16])[CH:14]=[CH:15][C:10]=1/[CH:9]=[CH:8]/[C:6]1[CH:5]=[CH:4][C:3]([S:18]([C:21]2[CH:26]=[CH:25][CH:24]=[CH:23][CH:22]=2)(=[O:20])=[O:19])=[C:2]([CH:7]=1)[C:28]#[N:29]. The yield is 0.440. (6) The yield is 0.720. The catalyst is [Cl-].C([N+](CC)(CC)CC)C.CN(C)C=O.[Ag]. The reactants are [Mg].[C:2](=[O:4])=[O:3].Cl[C:6]([C:9]1[CH:14]=[CH:13][C:12]([C:15](=[O:20])[CH2:16][CH2:17][CH2:18][Cl:19])=[CH:11][CH:10]=1)([CH3:8])[CH3:7].Cl. The product is [Cl:19][CH2:18][CH2:17][CH2:16][C:15]([C:12]1[CH:11]=[CH:10][C:9]([C:6]([CH3:8])([CH3:7])[C:2]([OH:4])=[O:3])=[CH:14][CH:13]=1)=[O:20]. (7) The catalyst is C(#N)C.Cl.O1CCOCC1.CO. The product is [CH3:39][CH:40]1[CH2:45][CH2:44][N:43]([C:24]([N:20]2[CH2:19][C:18]3[CH:31]=[C:14]([C:11]4[CH:10]=[C:9]([NH:8][CH2:7][C:1]5[CH:2]=[CH:3][CH:4]=[CH:5][CH:6]=5)[NH:13][N:12]=4)[CH:15]=[CH:16][C:17]=3[O:23][CH2:22][CH2:21]2)=[O:25])[CH2:42][CH2:41]1. The reactants are [C:1]1([CH2:7][NH:8][C:9]2[NH:13][N:12]=[C:11]([C:14]3[CH:15]=[CH:16][C:17]4[O:23][CH2:22][CH2:21][N:20]([C:24](OC(C)(C)C)=[O:25])[CH2:19][C:18]=4[CH:31]=3)[CH:10]=2)[CH:6]=[CH:5][CH:4]=[CH:3][CH:2]=1.C(N(CC)CC)C.[CH3:39][CH:40]1[CH2:45][CH2:44][N:43](C(Cl)=O)[CH2:42][CH2:41]1. The yield is 0.570. (8) The reactants are [F:1][C:2]([F:42])([F:41])[C:3]1[CH:8]=[CH:7][C:6]([N:9]2[CH2:14][CH2:13][CH:12]([O:15][C:16]3[CH:40]=[CH:39][C:19]4[N:20]=[C:21]([C:23]([NH:25][CH:26]5[CH2:31][CH2:30][N:29](C(OC(C)(C)C)=O)[CH2:28][CH2:27]5)=[O:24])[S:22][C:18]=4[CH:17]=3)[CH2:11][CH2:10]2)=[CH:5][CH:4]=1.Cl. The yield is 0.990. The product is [NH:29]1[CH2:30][CH2:31][CH:26]([NH:25][C:23]([C:21]2[S:22][C:18]3[CH:17]=[C:16]([O:15][CH:12]4[CH2:11][CH2:10][N:9]([C:6]5[CH:5]=[CH:4][C:3]([C:2]([F:42])([F:1])[F:41])=[CH:8][CH:7]=5)[CH2:14][CH2:13]4)[CH:40]=[CH:39][C:19]=3[N:20]=2)=[O:24])[CH2:27][CH2:28]1. The catalyst is O1CCOCC1. (9) The reactants are [F:1][C:2]1[CH:3]=[C:4]2[C:8](=[CH:9][CH:10]=1)[N:7]([CH2:11][C:12]([O:14]C(C)(C)C)=[O:13])[C:6]([CH3:19])=[C:5]2[C:20]1[C:29]2[C:24](=[CH:25][CH:26]=[CH:27][CH:28]=2)[C:23]([OH:30])=[N:22][N:21]=1.[OH-].[Na+].[CH3:33][C:34]1([CH3:37])[CH2:36][O:35]1. The catalyst is O1CCOCC1. The product is [F:1][C:2]1[CH:3]=[C:4]2[C:8](=[CH:9][CH:10]=1)[N:7]([CH2:11][C:12]([OH:14])=[O:13])[C:6]([CH3:19])=[C:5]2[C:20]1[C:29]2[C:24](=[CH:25][CH:26]=[CH:27][CH:28]=2)[C:23](=[O:30])[N:22]([CH2:33][C:34]([OH:35])([CH3:37])[CH3:36])[N:21]=1. The yield is 0.211. (10) The reactants are C(OC[N:9]1[CH:13]=[C:12]([C:14]2[CH:19]=[C:18]([O:20][C:21]3[C:22]([CH3:37])=[N:23][C:24]([NH:27][C:28]([NH:30][C:31](=[O:36])[C:32]([CH3:35])([CH3:34])[CH3:33])=[O:29])=[CH:25][CH:26]=3)[CH:17]=[CH:16][N:15]=2)[N:11]=[N:10]1)(=O)C(C)(C)C. The catalyst is CO. The product is [NH:9]1[CH:13]=[C:12]([C:14]2[CH:19]=[C:18]([O:20][C:21]3[CH:26]=[CH:25][C:24]([NH:27][C:28]([NH:30][C:31](=[O:36])[C:32]([CH3:34])([CH3:33])[CH3:35])=[O:29])=[N:23][C:22]=3[CH3:37])[CH:17]=[CH:16][N:15]=2)[N:11]=[N:10]1. The yield is 0.500.